This data is from Full USPTO retrosynthesis dataset with 1.9M reactions from patents (1976-2016). The task is: Predict the reactants needed to synthesize the given product. Given the product [CH3:1][N:2]([CH3:21])[C@H:3]([CH3:20])[C:4]([N:6]1[C:14]2[C:9](=[CH:10][C:11]([O:18][CH3:19])=[C:12]([NH2:15])[CH:13]=2)[CH2:8][CH2:7]1)=[O:5], predict the reactants needed to synthesize it. The reactants are: [CH3:1][N:2]([CH3:21])[C@H:3]([CH3:20])[C:4]([N:6]1[C:14]2[C:9](=[CH:10][C:11]([O:18][CH3:19])=[C:12]([N+:15]([O-])=O)[CH:13]=2)[CH2:8][CH2:7]1)=[O:5].